From a dataset of Peptide-MHC class II binding affinity with 134,281 pairs from IEDB. Regression. Given a peptide amino acid sequence and an MHC pseudo amino acid sequence, predict their binding affinity value. This is MHC class II binding data. (1) The peptide sequence is VVAPQLPADLMIRII. The MHC is DRB3_0202 with pseudo-sequence DRB3_0202. The binding affinity (normalized) is 0.135. (2) The peptide sequence is FLIDTNQLGHVTPVE. The MHC is DRB1_0101 with pseudo-sequence DRB1_0101. The binding affinity (normalized) is 0.759. (3) The peptide sequence is PLYRYLGGCFACSL. The MHC is HLA-DPA10301-DPB10402 with pseudo-sequence HLA-DPA10301-DPB10402. The binding affinity (normalized) is 0.430.